This data is from Reaction yield outcomes from USPTO patents with 853,638 reactions. The task is: Predict the reaction yield, written as a fraction of the theoretical maximum amount of product (1.0 means a 100% yield; for example, 0.34 means a 34% yield). (1) The reactants are [C:1]1([N:7]2[C:11]3[CH:12]=[CH:13][CH:14]=[CH:15][C:10]=3[N:9]=[C:8]2[C@@H:16]([NH2:18])[CH3:17])[CH:6]=[CH:5][CH:4]=[CH:3][CH:2]=1.Cl[C:20]1[N:21]=[CH:22][C:23]2[N:28]([CH3:29])[N:27]=[CH:26][C:24]=2[N:25]=1.CN(C(C)C)C(C)C. The catalyst is C(O)CCC. The product is [CH3:29][N:28]1[C:23]2[CH:22]=[N:21][C:20]([NH:18][C@H:16]([C:8]3[N:7]([C:1]4[CH:2]=[CH:3][CH:4]=[CH:5][CH:6]=4)[C:11]4[CH:12]=[CH:13][CH:14]=[CH:15][C:10]=4[N:9]=3)[CH3:17])=[N:25][C:24]=2[CH:26]=[N:27]1. The yield is 0.310. (2) The reactants are [NH2:1][C:2]1[CH:13]=[C:6]2[C:7]([O:9]C(=O)[NH:11][C:5]2=[CH:4][CH:3]=1)=O.C(N(CC)CC)C.[CH2:21]([O:28][CH2:29][C:30](Cl)=[O:31])[C:22]1[CH:27]=[CH:26][CH:25]=[CH:24][CH:23]=1.Cl.[NH2:34][CH:35]1[CH2:40][CH2:39][C:38](=[O:41])[NH:37][C:36]1=[O:42].C(O)(=O)C. The catalyst is O. The product is [NH2:11][C:5]1[CH:4]=[CH:3][C:2]([NH:1][C:30](=[O:31])[CH2:29][O:28][CH2:21][C:22]2[CH:27]=[CH:26][CH:25]=[CH:24][CH:23]=2)=[CH:13][C:6]=1[C:7]([NH:34][CH:35]1[CH2:40][CH2:39][C:38](=[O:41])[NH:37][C:36]1=[O:42])=[O:9]. The yield is 0.120.